Dataset: Full USPTO retrosynthesis dataset with 1.9M reactions from patents (1976-2016). Task: Predict the reactants needed to synthesize the given product. (1) Given the product [F:8][C:9]1[CH:14]=[CH:13][C:12]([C:15]2[C:16]([C:20]3[CH:25]=[CH:24][CH:23]=[C:22]([CH3:26])[N:21]=3)=[N:17][NH:18][CH:19]=2)=[CH:11][C:10]=1[C:27]1[N:28]=[C:29]2[N:33]([CH:34]=1)[CH2:32][CH2:31][S:30]2(=[O:1])=[O:35], predict the reactants needed to synthesize it. The reactants are: [OH2:1].I([O-])(=O)(=O)=O.[Na+].[F:8][C:9]1[CH:14]=[CH:13][C:12]([C:15]2[C:16]([C:20]3[CH:25]=[CH:24][CH:23]=[C:22]([CH3:26])[N:21]=3)=[N:17][NH:18][CH:19]=2)=[CH:11][C:10]=1[C:27]1[N:28]=[C:29]2[N:33]([CH:34]=1)[CH2:32][CH2:31][S:30]2=[O:35]. (2) Given the product [CH2:1]([C:7]([C:8]1[CH:14]=[CH:13][C:11]([NH2:12])=[CH:10][CH:9]=1)([CH2:13][CH:11]=[CH2:10])[CH2:9][CH:8]=[CH2:7])[CH:2]=[CH2:3], predict the reactants needed to synthesize it. The reactants are: [CH2:1]([Mg]Cl)[CH:2]=[CH2:3].F[C:7](F)(F)[C:8]1[CH:14]=[CH:13][C:11]([NH2:12])=[CH:10][CH:9]=1. (3) Given the product [Cl:1][C:2]1[CH:7]=[C:6]([C:8]2[CH2:13][CH2:12][CH2:11][CH:10]([CH3:14])[CH:9]=2)[CH:5]=[CH:4][N:3]=1, predict the reactants needed to synthesize it. The reactants are: [Cl:1][C:2]1[CH:7]=[C:6]([C:8]2(O)[CH2:13][CH2:12][CH2:11][CH:10]([CH3:14])[CH2:9]2)[CH:5]=[CH:4][N:3]=1.CC1C=CC(S(O)(=O)=O)=CC=1. (4) Given the product [ClH:22].[ClH:22].[CH2:1]([O:8][CH2:9][C:10]1[C:19]2[C:14](=[CH:15][C:16]([O:20][CH3:21])=[CH:17][CH:18]=2)[C:13]([NH:23][CH:24]2[CH2:25][CH2:26][N:27]([CH2:30][C:31]3[CH:40]=[CH:39][C:38]4[C:33](=[CH:34][CH:35]=[CH:36][CH:37]=4)[CH:32]=3)[CH2:28][CH2:29]2)=[N:12][N:11]=1)[C:2]1[CH:7]=[CH:6][CH:5]=[CH:4][CH:3]=1, predict the reactants needed to synthesize it. The reactants are: [CH2:1]([O:8][CH2:9][C:10]1[C:19]2[C:14](=[CH:15][C:16]([O:20][CH3:21])=[CH:17][CH:18]=2)[C:13]([Cl:22])=[N:12][N:11]=1)[C:2]1[CH:7]=[CH:6][CH:5]=[CH:4][CH:3]=1.[NH2:23][CH:24]1[CH2:29][CH2:28][N:27]([CH2:30][C:31]2[CH:40]=[CH:39][C:38]3[C:33](=[CH:34][CH:35]=[CH:36][CH:37]=3)[CH:32]=2)[CH2:26][CH2:25]1. (5) Given the product [CH2:1]([N:3]([CH2:7][CH3:8])[CH2:4][CH2:5][NH:6][C:10]1=[N:11][C:12](=[O:15])[S:13]/[C:14]/1=[CH:21]\[C:20]1[CH:23]=[CH:24][C:25]([O:26][CH2:27][C:28]2[CH:33]=[CH:32][C:31]([C:34]([F:35])([F:36])[F:37])=[CH:30][CH:29]=2)=[C:18]([O:17][CH3:16])[CH:19]=1)[CH3:2], predict the reactants needed to synthesize it. The reactants are: [CH2:1]([N:3]([CH2:7][CH3:8])[CH2:4][CH2:5][NH2:6])[CH3:2].S=[C:10]1[CH2:14][S:13][C:12](=[O:15])[NH:11]1.[CH3:16][O:17][C:18]1[CH:19]=[C:20]([CH:23]=[CH:24][C:25]=1[O:26][CH2:27][C:28]1[CH:33]=[CH:32][C:31]([C:34]([F:37])([F:36])[F:35])=[CH:30][CH:29]=1)[CH:21]=O.[Cl-].[NH4+]. (6) Given the product [Cl:29][C:30]1[CH:31]=[CH:32][C:33]([CH2:36][O:25][C:22]2[CH:23]=[CH:24][C:19]([CH2:18][C:15]3[CH:14]=[C:13]([C:12]4[C:7]([NH2:6])=[N:8][C:9]([NH2:26])=[CH:10][CH:11]=4)[O:17][N:16]=3)=[CH:20][CH:21]=2)=[N:34][CH:35]=1, predict the reactants needed to synthesize it. The reactants are: O1CCCC1.[NH2:6][C:7]1[C:12]([C:13]2[O:17][N:16]=[C:15]([CH2:18][C:19]3[CH:24]=[CH:23][C:22]([OH:25])=[CH:21][CH:20]=3)[CH:14]=2)=[CH:11][CH:10]=[C:9]([NH2:26])[N:8]=1.[OH-].[Na+].[Cl:29][C:30]1[CH:31]=[CH:32][C:33]([CH2:36]Cl)=[N:34][CH:35]=1. (7) Given the product [Cl:1][C:2]1[CH:3]=[CH:4][C:5]([N+:11]([O-:13])=[O:12])=[C:6]([C:3]2[CH:4]=[CH:5][N:11]([CH:32]([CH2:26][C:20]3[CH:25]=[CH:24][CH:23]=[CH:22][CH:21]=3)[C:30]([O:29][CH3:28])=[O:31])[C:14](=[O:17])[CH:2]=2)[CH:7]=1, predict the reactants needed to synthesize it. The reactants are: [Cl:1][C:2]1[CH:3]=[CH:4][C:5]([N+:11]([O-:13])=[O:12])=[C:6](B(O)O)[CH:7]=1.[C:14](=[O:17])([O-])[O-].[K+].[K+].[C:20]1([CH3:26])[CH:25]=[CH:24][CH:23]=[CH:22][CH:21]=1.C[CH2:28][O:29][C:30]([CH3:32])=[O:31]. (8) Given the product [CH3:3][C:1]([CH3:4])([S:5]([NH:7][CH2:8][C:9]1[N:17]2[C:12]([CH2:13][CH2:14][CH2:15][CH2:16]2)=[CH:11][C:10]=1[C:18]([O:20][CH3:21])=[O:19])=[O:6])[CH3:2], predict the reactants needed to synthesize it. The reactants are: [C:1]([S:5](/[N:7]=[CH:8]/[C:9]1[N:17]2[C:12]([CH2:13][CH2:14][CH2:15][CH2:16]2)=[CH:11][C:10]=1[C:18]([O:20][CH3:21])=[O:19])=[O:6])([CH3:4])([CH3:3])[CH3:2].[BH4-].[Na+].CO. (9) Given the product [Cl:22][C:19]1[CH:20]=[CH:21][C:16]([C:3]2[C:4]3[N:5]([C:8](=[O:15])[N:9]([CH2:11][CH:12]([CH3:14])[CH3:13])[N:10]=3)[CH:6]=[CH:7][C:2]=2[C:3]2[CH:4]=[N:5][C:6]([O:26][CH3:23])=[CH:7][CH:2]=2)=[CH:17][CH:18]=1, predict the reactants needed to synthesize it. The reactants are: Br[C:2]1[CH:7]=[CH:6][N:5]2[C:8](=[O:15])[N:9]([CH2:11][CH:12]([CH3:14])[CH3:13])[N:10]=[C:4]2[C:3]=1[C:16]1[CH:21]=[CH:20][C:19]([Cl:22])=[CH:18][CH:17]=1.[C:23]([O-:26])([O-])=O.[K+].[K+].